Task: Predict the product of the given reaction.. Dataset: Forward reaction prediction with 1.9M reactions from USPTO patents (1976-2016) (1) Given the reactants [CH3:1][C:2]1[N:7]2N=N[N:10]=[C:6]2[C:5]2[N:11]=[C:12]([CH2:27][O:28][N:29]=[C:30]([CH3:32])[CH3:31])[N:13]([CH2:14][CH2:15][CH2:16][CH2:17][NH:18][C:19](=[O:26])[C:20]3[CH:25]=[CH:24][CH:23]=[CH:22][CH:21]=3)[C:4]=2[C:3]=1[CH3:33].C1(P(C2C=CC=CC=2)C2C=CC=CC=2)C=CC=CC=1, predict the reaction product. The product is: [NH2:10][C:6]1[C:5]2[N:11]=[C:12]([CH2:27][O:28][N:29]=[C:30]([CH3:31])[CH3:32])[N:13]([CH2:14][CH2:15][CH2:16][CH2:17][NH:18][C:19](=[O:26])[C:20]3[CH:25]=[CH:24][CH:23]=[CH:22][CH:21]=3)[C:4]=2[C:3]([CH3:33])=[C:2]([CH3:1])[N:7]=1. (2) Given the reactants [C:1]([O:5][C:6]([N:8]1[CH2:17]C[C:15]2[C:10](=[CH:11][CH:12]=[C:13]([NH:18][C:19]3[C:24](=[O:25])[N:23]([CH3:26])[CH:22]=[C:21](C4C=C(F)C=C(N5CCN6C7CCCCC=7C=C6C5=O)C=4COC(=O)C)[N:20]=3)[CH:14]=2)[CH2:9]1)=[O:7])([CH3:4])([CH3:3])[CH3:2].NC1C=C2C(=CC=1)CN(C(OC(C)(C)C)=O)C2.[Br:70]C1C(=O)N(C)C=C(Br)N=1, predict the reaction product. The product is: [Br:70][C:21]1[N:20]=[C:19]([NH:18][C:13]2[CH:12]=[C:11]3[C:10](=[CH:15][CH:14]=2)[CH2:9][N:8]([C:6]([O:5][C:1]([CH3:4])([CH3:3])[CH3:2])=[O:7])[CH2:17]3)[C:24](=[O:25])[N:23]([CH3:26])[CH:22]=1. (3) Given the reactants N1C=CC(C(Cl)=O)=CC=1.[CH3:10][O:11][C:12]1[CH:13]=[C:14]2[C:19](=[CH:20][C:21]=1[O:22][CH3:23])[N:18]=[CH:17][N:16]=[C:15]2[O:24][C:25]1[CH:31]=[CH:30][C:28]([NH2:29])=[CH:27][CH:26]=1.[N:32]1[CH:37]=[CH:36][C:35]([C:38]([N:40]=[C:41]=[S:42])=[O:39])=[CH:34][CH:33]=1, predict the reaction product. The product is: [N:32]1[CH:37]=[CH:36][C:35]([C:38]([N:40]=[C:41]=[S:42])=[O:39])=[CH:34][CH:33]=1.[CH3:10][O:11][C:12]1[CH:13]=[C:14]2[C:19](=[CH:20][C:21]=1[O:22][CH3:23])[N:18]=[CH:17][N:16]=[C:15]2[O:24][C:25]1[CH:31]=[CH:30][C:28]([NH:29][C:41]([NH:40][C:38]([C:35]2[CH:34]=[CH:33][N:32]=[CH:37][CH:36]=2)=[O:39])=[S:42])=[CH:27][CH:26]=1. (4) Given the reactants [NH2:1][C@@H:2]1[CH2:7][CH2:6][CH2:5][N:4]([C:8]([NH:10][C:11]2[CH:16]=[CH:15][CH:14]=[CH:13][CH:12]=2)=[O:9])[CH2:3]1.[O:17]=[C:18]1[C:26]2[C:21](=[CH:22][CH:23]=[CH:24][CH:25]=2)[C:20](=[O:27])[N:19]1[CH2:28][CH2:29][CH2:30][CH:31]=O.[BH-](OC(C)=O)(OC(C)=O)OC(C)=O.[Na+].[OH-].[Na+], predict the reaction product. The product is: [O:17]=[C:18]1[C:26]2[C:21](=[CH:22][CH:23]=[CH:24][CH:25]=2)[C:20](=[O:27])[N:19]1[CH2:28][CH2:29][CH2:30][CH2:31][NH:1][C@@H:2]1[CH2:7][CH2:6][CH2:5][N:4]([C:8]([NH:10][C:11]2[CH:16]=[CH:15][CH:14]=[CH:13][CH:12]=2)=[O:9])[CH2:3]1.